Dataset: Catalyst prediction with 721,799 reactions and 888 catalyst types from USPTO. Task: Predict which catalyst facilitates the given reaction. Reactant: FC(F)(F)C(O)=O.[Si]([O:15][CH2:16][C:17]1([CH2:21][N:22]2[CH:31]=[C:30]([CH2:32][N:33]3[CH2:38][CH2:37][N:36](C(OC(C)(C)C)=O)[CH2:35][CH2:34]3)[C:29]3[C:24](=[CH:25][CH:26]=[C:27]([C:46]4[CH:51]=[C:50]([C:52](=[O:57])[NH:53][CH:54]5[CH2:56][CH2:55]5)[CH:49]=[C:48]([F:58])[C:47]=4[CH3:59])[CH:28]=3)[C:23]2=[O:60])[CH2:20][CH2:19][CH2:18]1)(C(C)(C)C)(C)C. Product: [CH:54]1([NH:53][C:52](=[O:57])[C:50]2[CH:51]=[C:46]([C:27]3[CH:28]=[C:29]4[C:24](=[CH:25][CH:26]=3)[C:23](=[O:60])[N:22]([CH2:21][C:17]3([CH2:16][OH:15])[CH2:18][CH2:19][CH2:20]3)[CH:31]=[C:30]4[CH2:32][N:33]3[CH2:34][CH2:35][NH:36][CH2:37][CH2:38]3)[C:47]([CH3:59])=[C:48]([F:58])[CH:49]=2)[CH2:56][CH2:55]1. The catalyst class is: 2.